Dataset: Forward reaction prediction with 1.9M reactions from USPTO patents (1976-2016). Task: Predict the product of the given reaction. (1) Given the reactants Br[C:2]1[C:11]2[C:6](=[CH:7][CH:8]=[C:9]([OH:12])[CH:10]=2)[N:5]=[C:4]([C:13]2[CH:18]=[CH:17][C:16]([OH:19])=[C:15]([F:20])[CH:14]=2)[CH:3]=1.B(O)(O)[C:22]1[CH:23]=[CH:24][C:25]([CH3:28])=[CH:26][CH:27]=1, predict the reaction product. The product is: [F:20][C:15]1[CH:14]=[C:13]([C:4]2[CH:3]=[C:2]([C:22]3[CH:27]=[CH:26][C:25]([CH3:28])=[CH:24][CH:23]=3)[C:11]3[C:6](=[CH:7][CH:8]=[C:9]([OH:12])[CH:10]=3)[N:5]=2)[CH:18]=[CH:17][C:16]=1[OH:19]. (2) Given the reactants [C:1]1(=[O:10])[C:9]2[C:4](=[CH:5][CH:6]=[CH:7][CH:8]=2)[CH2:3][NH:2]1.Br[CH2:12][C:13]1[CH:20]=[CH:19][CH:18]=[CH:17][C:14]=1[C:15]#[N:16].C([O-])([O-])=O.[Cs+].[Cs+].C1OCCOCCOCCOCCOCCOC1, predict the reaction product. The product is: [O:10]=[C:1]1[C:9]2[C:4](=[CH:5][CH:6]=[CH:7][CH:8]=2)[CH2:3][N:2]1[CH2:12][C:13]1[CH:20]=[CH:19][CH:18]=[CH:17][C:14]=1[C:15]#[N:16].